Dataset: M1 muscarinic receptor antagonist screen with 61,756 compounds. Task: Binary Classification. Given a drug SMILES string, predict its activity (active/inactive) in a high-throughput screening assay against a specified biological target. (1) The compound is s1c(nnc1NC(=O)COC)COc1ccccc1. The result is 0 (inactive). (2) The compound is O1CCN(CC1)c1c(cc(NCc2cc(OC)c(OCC(=O)N)cc2)cc1)C(O)=O. The result is 0 (inactive). (3) The drug is S(CCNC(=O)c1ccc(CN2CCOCC2)cc1)Cc1occc1. The result is 0 (inactive). (4) The compound is S=c1n(CCCC(=O)N2CCc3c(C2)cccc3)c(=O)c2c([nH]1)cc1OCOc1c2. The result is 0 (inactive). (5) The compound is O(c1cc2CCN(Cc2cc1OC)CC(=O)NC(=O)NCc1occc1)C. The result is 0 (inactive).